From a dataset of Reaction yield outcomes from USPTO patents with 853,638 reactions. Predict the reaction yield, written as a fraction of the theoretical maximum amount of product (1.0 means a 100% yield; for example, 0.34 means a 34% yield). (1) The reactants are [OH-].[Na+].C([O:11][CH:12]1[CH2:16][CH:15]([C:17]2[N:21]3[C:22]4[CH:28]=[CH:27][N:26]([CH2:29][O:30][CH2:31][CH2:32][Si:33]([CH3:36])([CH3:35])[CH3:34])[C:23]=4[N:24]=[CH:25][C:20]3=[N:19][N:18]=2)[CH:14]([CH2:37][CH3:38])[CH2:13]1)(=O)C1C=CC=CC=1. The product is [CH2:37]([CH:14]1[CH:15]([C:17]2[N:21]3[C:22]4[CH:28]=[CH:27][N:26]([CH2:29][O:30][CH2:31][CH2:32][Si:33]([CH3:34])([CH3:36])[CH3:35])[C:23]=4[N:24]=[CH:25][C:20]3=[N:19][N:18]=2)[CH2:16][CH:12]([OH:11])[CH2:13]1)[CH3:38]. The yield is 0.980. The catalyst is CO. (2) The reactants are [Br:1][C:2]1[CH:3]=[C:4]([N:8]2[C:12]3=[N:13][N:14]=[C:15]([Cl:17])[CH:16]=[C:11]3[C:10]([C:18]([O:20]C)=O)=[N:9]2)[CH:5]=[CH:6][CH:7]=1.[NH3:22]. No catalyst specified. The product is [Br:1][C:2]1[CH:3]=[C:4]([N:8]2[C:12]3=[N:13][N:14]=[C:15]([Cl:17])[CH:16]=[C:11]3[C:10]([C:18]([NH2:22])=[O:20])=[N:9]2)[CH:5]=[CH:6][CH:7]=1. The yield is 0.970. (3) The reactants are [Br:1][CH2:2][CH2:3][CH2:4][OH:5].[N+:6]([C:9]1[CH:10]=[C:11]([OH:17])[C:12](OC)=[CH:13][CH:14]=1)([O-:8])=[O:7].[CH2:18](P(CCCC)CCCC)CCC.N(C(N1CCCCC1)=O)=NC(N1CCCCC1)=O. The catalyst is O1CCCC1. The product is [Br:1][CH2:2][CH2:3][CH2:4][O:5][C:12]1[CH:13]=[CH:14][C:9]([N+:6]([O-:8])=[O:7])=[CH:10][C:11]=1[O:17][CH3:18]. The yield is 0.210. (4) The reactants are C(N(CCCC)C(C1N=C(C2C=CC(C(OC)=O)=CC=2C(OCC2C=CC=CC=2)=O)N(CCC2C=CC=CC=2)C=1)=O)CCC.[CH2:45]([N:49]([CH2:77][CH2:78][CH2:79][CH3:80])[C:50]([C:52]1[N:53]=[C:54]([C:57]2[CH:66]=[CH:65][C:60]([C:61]([O:63][CH3:64])=[O:62])=[CH:59][C:58]=2[C:67]([O:69][CH2:70][C:71]2[CH:76]=[CH:75][CH:74]=[CH:73][CH:72]=2)=[O:68])[NH:55][CH:56]=1)=[O:51])[CH2:46][CH2:47][CH3:48].Br[CH2:82][CH2:83][CH2:84][C:85]1[CH:90]=[CH:89][CH:88]=[CH:87][CH:86]=1. No catalyst specified. The product is [CH2:77]([N:49]([CH2:45][CH2:46][CH2:47][CH3:48])[C:50]([C:52]1[N:53]=[C:54]([C:57]2[CH:66]=[CH:65][C:60]([C:61]([O:63][CH3:64])=[O:62])=[CH:59][C:58]=2[C:67]([O:69][CH2:70][C:71]2[CH:72]=[CH:73][CH:74]=[CH:75][CH:76]=2)=[O:68])[N:55]([CH2:82][CH2:83][CH2:84][C:85]2[CH:90]=[CH:89][CH:88]=[CH:87][CH:86]=2)[CH:56]=1)=[O:51])[CH2:78][CH2:79][CH3:80]. The yield is 0.740. (5) The reactants are [Br:1][C:2]1[CH:3]=[C:4]([CH:32]=[CH:33][C:34]=1[C:35]1[N:39]([CH3:40])[N:38]=[CH:37][CH:36]=1)[C:5]([NH:7][C@@H:8]([CH2:21][C:22]1[CH:27]=[CH:26][CH:25]=[CH:24][C:23]=1[C:28]([F:31])([F:30])[F:29])[CH2:9][N:10]1C(=O)C2C(=CC=CC=2)C1=O)=[O:6].NN. The catalyst is CO.C1COCC1. The product is [NH2:10][CH2:9][C@@H:8]([NH:7][C:5](=[O:6])[C:4]1[CH:32]=[CH:33][C:34]([C:35]2[N:39]([CH3:40])[N:38]=[CH:37][CH:36]=2)=[C:2]([Br:1])[CH:3]=1)[CH2:21][C:22]1[CH:27]=[CH:26][CH:25]=[CH:24][C:23]=1[C:28]([F:31])([F:30])[F:29]. The yield is 0.450.